This data is from Full USPTO retrosynthesis dataset with 1.9M reactions from patents (1976-2016). The task is: Predict the reactants needed to synthesize the given product. (1) Given the product [CH3:19][O:20][C:21]1[CH:22]=[C:23]([NH:27][C:2]2[N:7]=[C:6]([O:8][C:9]3[CH:14]=[CH:13][C:12]([N+:15]([O-:17])=[O:16])=[C:11]([CH3:18])[CH:10]=3)[CH:5]=[CH:4][N:3]=2)[CH:24]=[CH:25][CH:26]=1, predict the reactants needed to synthesize it. The reactants are: Cl[C:2]1[N:7]=[C:6]([O:8][C:9]2[CH:14]=[CH:13][C:12]([N+:15]([O-:17])=[O:16])=[C:11]([CH3:18])[CH:10]=2)[CH:5]=[CH:4][N:3]=1.[CH3:19][O:20][C:21]1[CH:26]=[CH:25][CH:24]=[C:23]([NH2:27])[CH:22]=1.CC(O)C. (2) Given the product [F:34][C:35]1[CH:40]=[CH:39][C:38]([F:41])=[CH:37][C:36]=1/[CH:42]=[CH:43]/[CH2:44][N:26]1[CH2:27][CH2:28][CH:23]([CH2:22][CH2:21][CH2:20][N:15]2[C:14]3[CH:33]=[C:10]([C:8]#[N:9])[CH:11]=[CH:12][C:13]=3[O:18][CH2:17][C:16]2=[O:19])[CH:24]([C:29]([O:31][CH3:32])=[O:30])[CH2:25]1, predict the reactants needed to synthesize it. The reactants are: FC(F)(F)C(O)=O.[C:8]([C:10]1[CH:11]=[CH:12][C:13]2[O:18][CH2:17][C:16](=[O:19])[N:15]([CH2:20][CH2:21][CH2:22][CH:23]3[CH2:28][CH2:27][NH:26][CH2:25][CH:24]3[C:29]([O:31][CH3:32])=[O:30])[C:14]=2[CH:33]=1)#[N:9].[F:34][C:35]1[CH:40]=[CH:39][C:38]([F:41])=[CH:37][C:36]=1/[CH:42]=[CH:43]/[CH:44]=O.C(N(CC)CC)C.C(O[BH-](OC(=O)C)OC(=O)C)(=O)C.[Na+]. (3) The reactants are: [CH3:1][O:2][C:3](=[O:27])[CH2:4][C:5]1([CH2:22][C:23](=[O:26])[O:24][CH3:25])[O:9][N:8]=[C:7]([C:10]2[CH:15]=[C:14]([OH:16])[CH:13]=[CH:12][C:11]=2[CH2:17][CH2:18][C:19](O)=[O:20])[CH2:6]1.[NH:28]1[CH2:33][CH2:32][CH:31]([C:34]([O:36][CH2:37][CH3:38])=[O:35])[CH2:30][CH2:29]1.CCN=C=NCCCN(C)C.C1C=CC2N(O)N=NC=2C=1. Given the product [CH3:25][O:24][C:23](=[O:26])[CH2:22][C:5]1([CH2:4][C:3](=[O:27])[O:2][CH3:1])[O:9][N:8]=[C:7]([C:10]2[CH:15]=[C:14]([OH:16])[CH:13]=[CH:12][C:11]=2[CH2:17][CH2:18][C:19]([N:28]2[CH2:33][CH2:32][CH:31]([C:34]([O:36][CH2:37][CH3:38])=[O:35])[CH2:30][CH2:29]2)=[O:20])[CH2:6]1, predict the reactants needed to synthesize it.